This data is from Forward reaction prediction with 1.9M reactions from USPTO patents (1976-2016). The task is: Predict the product of the given reaction. (1) Given the reactants [NH:1]([C:3]1[CH:8]=[C:7]([O:9][CH2:10][CH2:11][O:12][CH3:13])[CH:6]=[CH:5][N:4]=1)[NH2:2].[Si:14]([O:21][C:22]1[CH:23]=[CH:24][CH:25]=[C:26]2[C:31]=1[N:30]=[C:29]([CH:32]=O)[CH:28]=[CH:27]2)([C:17]([CH3:20])([CH3:19])[CH3:18])([CH3:16])[CH3:15], predict the reaction product. The product is: [Si:14]([O:21][C:22]1[CH:23]=[CH:24][CH:25]=[C:26]2[C:31]=1[N:30]=[C:29](/[CH:32]=[N:2]/[NH:1][C:3]1[CH:8]=[C:7]([O:9][CH2:10][CH2:11][O:12][CH3:13])[CH:6]=[CH:5][N:4]=1)[CH:28]=[CH:27]2)([C:17]([CH3:20])([CH3:19])[CH3:18])([CH3:15])[CH3:16]. (2) Given the reactants [Cl:1][C:2]1[CH:10]=[C:9]2[C:5](/[C:6](=[CH:12]/[C:13]3[CH:18]=[C:17]([Cl:19])[CH:16]=[CH:15][C:14]=3[O:20][CH2:21][CH:22]3[CH2:27][CH2:26][O:25][CH2:24][CH2:23]3)/[C:7](=[O:11])[NH:8]2)=[CH:4][CH:3]=1.[C:28]([O:32][C:33](O[C:33]([O:32][C:28]([CH3:31])([CH3:30])[CH3:29])=O)=O)([CH3:31])([CH3:30])[CH3:29].Cl[CH2:44]Cl, predict the reaction product. The product is: [C:28]([O:32][C:33]([N:8]1[C:9]2[C:5](=[CH:4][CH:3]=[C:2]([Cl:1])[CH:10]=2)/[C:6](=[CH:12]/[C:13]2[CH:18]=[C:17]([Cl:19])[CH:16]=[CH:15][C:14]=2[O:20][CH2:21][CH:22]2[CH2:27][CH2:26][O:25][CH2:24][CH2:23]2)/[C:7]1=[O:11])=[CH2:44])([CH3:29])([CH3:30])[CH3:31]. (3) Given the reactants [C:1]([O:5][C:6]([N:8]1[CH2:12][C@H:11]([OH:13])[CH2:10][C@H:9]1[C:14]([O:16][CH3:17])=[O:15])=[O:7])([CH3:4])([CH3:3])[CH3:2].[H-].[Na+].[CH3:20]I, predict the reaction product. The product is: [C:1]([O:5][C:6]([N:8]1[CH2:12][C@H:11]([O:13][CH3:20])[CH2:10][C@H:9]1[C:14]([O:16][CH3:17])=[O:15])=[O:7])([CH3:4])([CH3:3])[CH3:2]. (4) Given the reactants [CH3:1][O:2][C:3](=[O:24])[C:4]1[CH:9]=[C:8]([N+:10]([O-])=O)[C:7]([C:13]2[C:14](F)=[N:15][CH:16]=[C:17]([CH3:19])[CH:18]=2)=[C:6]([N+:21]([O-])=O)[CH:5]=1.NC1C=C(C#N)C=C2C=1C1C=C(C)C=NC=1N2, predict the reaction product. The product is: [CH3:1][O:2][C:3]([C:4]1[CH:9]=[C:8]2[C:7]([C:13]3[CH:18]=[C:17]([CH3:19])[CH:16]=[N:15][C:14]=3[NH:10]2)=[C:6]([NH2:21])[CH:5]=1)=[O:24]. (5) Given the reactants [CH:1]1([C:4]2[CH:5]=[C:6]([NH2:9])[NH:7][N:8]=2)[CH2:3][CH2:2]1.[CH2:10]([O:12][C:13](=[O:24])[C:14](=[CH:20]OCC)[C:15](OCC)=[O:16])[CH3:11], predict the reaction product. The product is: [CH2:10]([O:12][C:13]([C:14]1[C:15](=[O:16])[N:7]2[N:8]=[C:4]([CH:1]3[CH2:3][CH2:2]3)[CH:5]=[C:6]2[NH:9][CH:20]=1)=[O:24])[CH3:11]. (6) Given the reactants [CH:1]1([N:5]2[CH2:10][CH2:9][C:8]3([CH2:14][C:13]4[CH:15]=[C:16]([C:19]5[CH:26]=[CH:25][C:22](C#N)=[CH:21][CH:20]=5)[CH:17]=[CH:18][C:12]=4[O:11]3)[CH2:7][CH2:6]2)[CH2:4][CH2:3][CH2:2]1.[C:27]([NH:30]C1C=CC(B(O)O)=CC=1)(=[O:29])[CH3:28], predict the reaction product. The product is: [CH:1]1([N:5]2[CH2:6][CH2:7][C:8]3([CH2:14][C:13]4[CH:15]=[C:16]([C:19]5[CH:20]=[CH:21][C:22]([NH:30][C:27](=[O:29])[CH3:28])=[CH:25][CH:26]=5)[CH:17]=[CH:18][C:12]=4[O:11]3)[CH2:9][CH2:10]2)[CH2:2][CH2:3][CH2:4]1.